Dataset: Reaction yield outcomes from USPTO patents with 853,638 reactions. Task: Predict the reaction yield, written as a fraction of the theoretical maximum amount of product (1.0 means a 100% yield; for example, 0.34 means a 34% yield). (1) The reactants are Cl.[CH2:2]([N:9]1[CH2:13][CH2:12][C:11]([CH3:15])([NH2:14])[CH2:10]1)[C:3]1[CH:8]=[CH:7][CH:6]=[CH:5][CH:4]=1.C([O-])([O-])=O.[K+].[K+].[CH3:22][C:23]([O:26][C:27](O[C:27]([O:26][C:23]([CH3:25])([CH3:24])[CH3:22])=[O:28])=[O:28])([CH3:25])[CH3:24]. The catalyst is O1CCOCC1. The product is [CH2:2]([N:9]1[CH2:13][CH2:12][C:11]([NH:14][C:27](=[O:28])[O:26][C:23]([CH3:25])([CH3:24])[CH3:22])([CH3:15])[CH2:10]1)[C:3]1[CH:4]=[CH:5][CH:6]=[CH:7][CH:8]=1. The yield is 0.220. (2) The reactants are [Br:1][C:2]1[CH:3]=[C:4]([N+:9]([O-])=O)[C:5]([OH:8])=[N:6][CH:7]=1.O.O.[Sn](Cl)(Cl)(Cl)Cl. The catalyst is C(OCC)(=O)C. The product is [NH2:9][C:4]1[C:5]([OH:8])=[N:6][CH:7]=[C:2]([Br:1])[CH:3]=1. The yield is 0.530. (3) The reactants are [CH2:1]([C@@H:8]1[NH:13][CH2:12][CH2:11][N:10]([C:14]2[CH:23]=[CH:22][C:21]([O:24][CH3:25])=[C:20]3[C:15]=2[CH:16]=[CH:17][C:18]([C:26]([F:29])([F:28])[F:27])=[N:19]3)[CH2:9]1)[C:2]1[CH:7]=[CH:6][CH:5]=[CH:4][CH:3]=1.Cl[CH2:31][C:32]#[N:33]. No catalyst specified. The product is [CH2:1]([C@H:8]1[CH2:9][N:10]([C:14]2[CH:23]=[CH:22][C:21]([O:24][CH3:25])=[C:20]3[C:15]=2[CH:16]=[CH:17][C:18]([C:26]([F:29])([F:27])[F:28])=[N:19]3)[CH2:11][CH2:12][N:13]1[CH2:31][C:32]#[N:33])[C:2]1[CH:7]=[CH:6][CH:5]=[CH:4][CH:3]=1. The yield is 0.210.